Task: Predict the product of the given reaction.. Dataset: Forward reaction prediction with 1.9M reactions from USPTO patents (1976-2016) (1) Given the reactants [CH3:1][O:2][C:3](=[O:23])[CH2:4][CH2:5][NH:6][CH:7]1[CH2:12][CH2:11][N:10]([C:13]([O:15][CH2:16][C:17]2[CH:22]=[CH:21][CH:20]=[CH:19][CH:18]=2)=[O:14])[CH2:9][CH2:8]1.Cl[C:25](=[O:31])[CH2:26][C:27]([O:29][CH3:30])=[O:28], predict the reaction product. The product is: [CH3:30][O:29][C:27](=[O:28])[CH2:26][C:25]([N:6]([CH:7]1[CH2:12][CH2:11][N:10]([C:13]([O:15][CH2:16][C:17]2[CH:22]=[CH:21][CH:20]=[CH:19][CH:18]=2)=[O:14])[CH2:9][CH2:8]1)[CH2:5][CH2:4][C:3]([O:2][CH3:1])=[O:23])=[O:31]. (2) Given the reactants CN(OC)[C:3]([C:5]1[C:13]2[N:12]=[C:11]([CH3:14])[N:10]([CH2:15][C:16]3[C:25]4[C:20](=[CH:21][CH:22]=[CH:23][CH:24]=4)[CH:19]=[CH:18][CH:17]=3)[C:9]=2[CH:8]=[C:7]([N:26]2[CH2:31][CH2:30][O:29][CH2:28][CH2:27]2)[CH:6]=1)=[O:4].[CH3:34][Mg]Cl, predict the reaction product. The product is: [CH3:14][C:11]1[N:10]([CH2:15][C:16]2[C:25]3[C:20](=[CH:21][CH:22]=[CH:23][CH:24]=3)[CH:19]=[CH:18][CH:17]=2)[C:9]2[CH:8]=[C:7]([N:26]3[CH2:27][CH2:28][O:29][CH2:30][CH2:31]3)[CH:6]=[C:5]([C:3](=[O:4])[CH3:34])[C:13]=2[N:12]=1. (3) The product is: [Cl:1][C:2]1[CH:7]=[CH:6][CH:5]=[CH:4][C:3]=1[N:8]1[C:12]2[CH2:13][CH2:14][N:15]([C@@H:25]3[CH2:30][CH2:29][CH2:28][CH2:27][C@H:26]3[OH:31])[CH2:16][C:11]=2[CH:10]=[C:9]1[C:17]1[CH:22]=[CH:21][C:20]([O:23][CH3:24])=[CH:19][CH:18]=1. Given the reactants [Cl:1][C:2]1[CH:7]=[CH:6][CH:5]=[CH:4][C:3]=1[N:8]1[C:16]2[NH:15][CH2:14][CH2:13][CH2:12][C:11]=2[CH:10]=[C:9]1[C:17]1[CH:22]=[CH:21][C:20]([O:23][CH3:24])=[CH:19][CH:18]=1.[CH:25]12[O:31][CH:26]1[CH2:27][CH2:28][CH2:29][CH2:30]2.C(N(CC)CC)C, predict the reaction product. (4) Given the reactants [F:1][C:2]1[CH:3]=[C:4]([F:19])[C:5]2[O:9][C:8]([C:10]3[CH:15]=[CH:14][C:13]([O:16]C)=[CH:12][CH:11]=3)=[CH:7][C:6]=2[CH:18]=1.Cl.N1C=CC=CC=1, predict the reaction product. The product is: [F:1][C:2]1[CH:3]=[C:4]([F:19])[C:5]2[O:9][C:8]([C:10]3[CH:11]=[CH:12][C:13]([OH:16])=[CH:14][CH:15]=3)=[CH:7][C:6]=2[CH:18]=1. (5) The product is: [N+:15]([C:18]1[CH:25]=[CH:24][C:21]([CH2:22][C:9]2([OH:8])[CH2:14][CH2:13][NH:12][CH2:11][CH2:10]2)=[CH:20][CH:19]=1)([O-:17])=[O:16]. Given the reactants C(N(CC)CC)C.[OH:8][CH:9]1[CH2:14][CH2:13][NH:12][CH2:11][CH2:10]1.[N+:15]([C:18]1[CH:25]=[CH:24][C:21]([CH2:22]Cl)=[CH:20][CH:19]=1)([O-:17])=[O:16], predict the reaction product. (6) Given the reactants O[N:2]=[C:3]([NH:8][C:9]1[CH:14]=[N:13][CH:12]=[CH:11][N:10]=1)[C:4]([CH3:7])([CH3:6])[CH3:5].[OH-].[NH4+], predict the reaction product. The product is: [CH3:5][C:4]([C:3]1[N:8]=[C:9]2[CH:14]=[N:13][CH:12]=[CH:11][N:10]2[N:2]=1)([CH3:7])[CH3:6].